This data is from Catalyst prediction with 721,799 reactions and 888 catalyst types from USPTO. The task is: Predict which catalyst facilitates the given reaction. (1) Product: [Cl:1][C:2]1[C:3](=[O:34])[N:4]([CH2:19][CH2:20][C:21]2[CH:22]=[CH:23][C:24]([C:27]([NH2:29])=[O:28])=[CH:25][CH:26]=2)[C:5]([CH2:9][O:10][C:11]2[CH:16]=[CH:15][CH:14]=[C:13]([CH2:17][CH3:18])[CH:12]=2)=[C:6]([Cl:8])[CH:7]=1. Reactant: [Cl:1][C:2]1[C:3](=[O:34])[N:4]([CH2:19][CH2:20][C:21]2[CH:26]=[CH:25][C:24]([C:27]([N:29]3C=CN=C3)=[O:28])=[CH:23][CH:22]=2)[C:5]([CH2:9][O:10][C:11]2[CH:16]=[CH:15][CH:14]=[C:13]([CH2:17][CH3:18])[CH:12]=2)=[C:6]([Cl:8])[CH:7]=1.N. The catalyst class is: 1. (2) Reactant: [CH3:1][N:2]1[CH2:29][CH2:28][CH2:27][C@@:3]1([CH3:30])[C:4]([NH:6][C@H:7]([C:11]([N:13]([C@@H:15]([C@@H:23]([CH3:26])[CH2:24][CH3:25])[C@H:16]([O:21][CH3:22])[CH2:17][C:18]([OH:20])=[O:19])[CH3:14])=[O:12])[CH:8]([CH3:10])[CH3:9])=[O:5].N1C=CC=CC=1.FC(F)(F)C(O[C:42]1[C:47]([F:48])=[C:46]([F:49])[C:45]([F:50])=[C:44]([F:51])[C:43]=1[F:52])=O. Product: [CH3:1][N:2]1[CH2:29][CH2:28][CH2:27][C@@:3]1([CH3:30])[C:4]([NH:6][C@H:7]([C:11]([N:13]([C@@H:15]([C@@H:23]([CH3:26])[CH2:24][CH3:25])[C@H:16]([O:21][CH3:22])[CH2:17][C:18](=[O:20])[O:19][C:42]1[C:43]([F:52])=[C:44]([F:51])[C:45]([F:50])=[C:46]([F:49])[C:47]=1[F:48])[CH3:14])=[O:12])[CH:8]([CH3:10])[CH3:9])=[O:5]. The catalyst class is: 4. (3) Reactant: [CH2:1]([C:3]([C:21]1[S:25][C:24]([C:26]([OH:28])=O)=[C:23]([CH3:29])[CH:22]=1)([C:6]1[CH:11]=[CH:10][C:9]([O:12][CH2:13][C:14]([CH2:18][CH3:19])([OH:17])[CH2:15][CH3:16])=[C:8]([CH3:20])[CH:7]=1)[CH2:4][CH3:5])[CH3:2].Cl.[CH3:31][O:32][C:33](=[O:36])[CH2:34][NH2:35]. Product: [CH3:31][O:32][C:33](=[O:36])[CH2:34][NH:35][C:26]([C:24]1[S:25][C:21]([C:3]([CH2:1][CH3:2])([C:6]2[CH:11]=[CH:10][C:9]([O:12][CH2:13][C:14]([CH2:18][CH3:19])([OH:17])[CH2:15][CH3:16])=[C:8]([CH3:20])[CH:7]=2)[CH2:4][CH3:5])=[CH:22][C:23]=1[CH3:29])=[O:28]. The catalyst class is: 3. (4) Reactant: Cl[C:2]1[CH:7]=[C:6]([C:8]2[N:9]=[C:10]([NH:18][CH2:19][C:20]([CH3:23])([NH2:22])[CH3:21])[C:11]3[C:16]([CH:17]=2)=[CH:15][N:14]=[CH:13][CH:12]=3)[CH:5]=[CH:4][N:3]=1.C(=[NH:37])(C1C=CC=CC=1)C1C=CC=CC=1.C1C=CC(P(C2C(C3C(P(C4C=CC=CC=4)C4C=CC=CC=4)=CC=C4C=3C=CC=C4)=C3C(C=CC=C3)=CC=2)C2C=CC=CC=2)=CC=1.CC([O-])(C)C.[Na+]. Product: [NH2:37][C:2]1[CH:7]=[C:6]([C:8]2[N:9]=[C:10]([NH:18][CH2:19][C:20]([CH3:23])([NH2:22])[CH3:21])[C:11]3[C:16]([CH:17]=2)=[CH:15][N:14]=[CH:13][CH:12]=3)[CH:5]=[CH:4][N:3]=1. The catalyst class is: 101. (5) Reactant: [I:1][C:2]1[CH:18]=[CH:17][C:5]2[N:6]([C:10]([O:12][C:13]([CH3:16])([CH3:15])[CH3:14])=[O:11])[C:7](=[O:9])[NH:8][C:4]=2[CH:3]=1.Br[CH2:20][C:21]([O:23][C:24]([CH3:27])([CH3:26])[CH3:25])=[O:22].C(=O)([O-])[O-].[Cs+].[Cs+]. The catalyst class is: 10. Product: [C:24]([O:23][C:21]([CH2:20][N:8]1[C:4]2[CH:3]=[C:2]([I:1])[CH:18]=[CH:17][C:5]=2[N:6]([C:10]([O:12][C:13]([CH3:14])([CH3:15])[CH3:16])=[O:11])[C:7]1=[O:9])=[O:22])([CH3:27])([CH3:26])[CH3:25]. (6) Reactant: [CH2:1]([O:8][C:9](=[O:14])[CH2:10][C:11]([OH:13])=O)[C:2]1[CH:7]=[CH:6][CH:5]=[CH:4][CH:3]=1.N=C=N.[NH2:18][CH2:19][C:20]1[C:21](=[N:26][NH:27][C:28]2[CH:33]=[CH:32][CH:31]=[C:30]([F:34])[CH:29]=2)[C:22]([NH2:25])=[N:23][N:24]=1. Product: [CH2:1]([O:8][C:9](=[O:14])[CH2:10][C:11]([NH:18][CH2:19][C:20]1[C:21](=[N:26][NH:27][C:28]2[CH:33]=[CH:32][CH:31]=[C:30]([F:34])[CH:29]=2)[C:22]([NH2:25])=[N:23][N:24]=1)=[O:13])[C:2]1[CH:3]=[CH:4][CH:5]=[CH:6][CH:7]=1. The catalyst class is: 3. (7) Product: [C:1]1([CH:7]([C:11]2[CH:16]=[CH:15][C:14]([F:17])=[CH:13][CH:12]=2)[CH2:8][CH2:9][Br:19])[CH:6]=[CH:5][CH:4]=[CH:3][CH:2]=1.[CH3:3][CH2:2][CH2:1][CH:7]([CH3:11])[CH3:8]. The catalyst class is: 2. Reactant: [C:1]1([CH:7]([C:11]2[CH:16]=[CH:15][C:14]([F:17])=[CH:13][CH:12]=2)[CH2:8][CH2:9]O)[CH:6]=[CH:5][CH:4]=[CH:3][CH:2]=1.C(Br)(Br)(Br)[Br:19].C1(P(C2C=CC=CC=2)C2C=CC=CC=2)C=CC=CC=1. (8) Reactant: [C:12]([O:11][C:9](O[C:9]([O:11][C:12]([CH3:15])([CH3:14])[CH3:13])=[O:10])=[O:10])([CH3:15])([CH3:14])[CH3:13].[CH3:16][O:17][C:18]([C:20]1[CH:21]=[CH:22][CH:23]=[C:24]2[C:28]=1[NH:27][CH:26]=[CH:25]2)=[O:19]. Product: [CH3:16][O:17][C:18]([C:20]1[CH:21]=[CH:22][CH:23]=[C:24]2[C:28]=1[N:27]([C:9]([O:11][C:12]([CH3:13])([CH3:14])[CH3:15])=[O:10])[CH:26]=[CH:25]2)=[O:19]. The catalyst class is: 143. (9) Reactant: [CH3:1][C:2]1[S:6][CH:5]=[N:4][C:3]=1[C:7]([OH:9])=O.C(Cl)CCl.C1C=CC2N(O)N=NC=2C=1.[NH:24]([C:26]([O:28][C:29]([CH3:32])([CH3:31])[CH3:30])=[O:27])[NH2:25]. Product: [CH3:1][C:2]1[S:6][CH:5]=[N:4][C:3]=1[C:7]([NH:25][NH:24][C:26]([O:28][C:29]([CH3:32])([CH3:31])[CH3:30])=[O:27])=[O:9]. The catalyst class is: 4.